This data is from Reaction yield outcomes from USPTO patents with 853,638 reactions. The task is: Predict the reaction yield, written as a fraction of the theoretical maximum amount of product (1.0 means a 100% yield; for example, 0.34 means a 34% yield). (1) The reactants are [Cl:1][C:2]1[N:10]=[C:9]([Cl:11])[CH:8]=[C:7]([CH3:12])[C:3]=1[C:4]([OH:6])=[O:5].[C:13](=O)([O-])[O-].[K+].[K+].IC. The catalyst is CN(C=O)C. The product is [CH3:13][O:5][C:4](=[O:6])[C:3]1[C:7]([CH3:12])=[CH:8][C:9]([Cl:11])=[N:10][C:2]=1[Cl:1]. The yield is 0.990. (2) The reactants are C[O:2][C:3]([C:5]1[S:17][C:8]2=[N:9][CH:10]=[C:11]([NH:13][C:14](=[O:16])[CH3:15])[CH:12]=[C:7]2[C:6]=1[O:18][CH2:19][C:20]([O:22]C(C)(C)C)=[O:21])=[O:4].O.[Li+].[OH-]. The catalyst is C1COCC1. The product is [C:14]([NH:13][C:11]1[CH:12]=[C:7]2[C:6]([O:18][CH2:19][C:20]([OH:22])=[O:21])=[C:5]([C:3]([OH:4])=[O:2])[S:17][C:8]2=[N:9][CH:10]=1)(=[O:16])[CH3:15]. The yield is 0.850. (3) The reactants are C([NH:8][C:9]1[C:17]2[O:16][C:15]([CH3:19])([CH3:18])[CH:14]([C:20]3[CH:25]=[CH:24][C:23]([CH:26]([CH3:28])[CH3:27])=[CH:22][CH:21]=3)[C:13]=2[C:12]([CH3:29])=[C:11]([O:30][CH3:31])[C:10]=1[CH3:32])C1C=CC=CC=1. The catalyst is C(OCC)(=O)C.CCCCCC. The product is [CH:26]([C:23]1[CH:24]=[CH:25][C:20]([CH:14]2[C:13]3[C:12]([CH3:29])=[C:11]([O:30][CH3:31])[C:10]([CH3:32])=[C:9]([NH2:8])[C:17]=3[O:16][C:15]2([CH3:19])[CH3:18])=[CH:21][CH:22]=1)([CH3:28])[CH3:27]. The yield is 0.830. (4) The reactants are [F:1][C:2]1[CH:7]=[C:6](I)[CH:5]=[CH:4][C:3]=1[N:9]1[CH:14]=[C:13]([O:15][CH3:16])[C:12](=[O:17])[C:11]([C:18]2[N:22]([C:23]3[CH:28]=[CH:27][CH:26]=[CH:25][CH:24]=3)[N:21]=[CH:20][CH:19]=2)=[N:10]1.Cl.[F:30][C:31]1([F:38])[C:35]([F:37])([F:36])[CH2:34][NH:33][CH2:32]1.CC1(C)C2C(=C(P(C3C=CC=CC=3)C3C=CC=CC=3)C=CC=2)OC2C(P(C3C=CC=CC=3)C3C=CC=CC=3)=CC=CC1=2.O(C(C)(C)C)[Na]. The catalyst is O1CCOCC1.C1C=CC(/C=C/C(/C=C/C2C=CC=CC=2)=O)=CC=1.C1C=CC(/C=C/C(/C=C/C2C=CC=CC=2)=O)=CC=1.C1C=CC(/C=C/C(/C=C/C2C=CC=CC=2)=O)=CC=1.[Pd].[Pd].O. The product is [F:1][C:2]1[CH:7]=[C:6]([N:33]2[CH2:34][C:35]([F:37])([F:36])[C:31]([F:38])([F:30])[CH2:32]2)[CH:5]=[CH:4][C:3]=1[N:9]1[CH:14]=[C:13]([O:15][CH3:16])[C:12](=[O:17])[C:11]([C:18]2[N:22]([C:23]3[CH:28]=[CH:27][CH:26]=[CH:25][CH:24]=3)[N:21]=[CH:20][CH:19]=2)=[N:10]1. The yield is 0.730. (5) The reactants are [O:1]=[C:2]1[N:6]2[C:7]3[CH:14]=[CH:13][C:12]([N:15]4[CH2:20][CH2:19][O:18][CH2:17][C:16]4=[O:21])=[CH:11][C:8]=3[O:9][CH2:10][C@H:5]2[C@H:4]([C:22]([OH:24])=O)[O:3]1.[Cl:25][C:26]1[CH:27]=[CH:28][C:29]([NH2:32])=[N:30][CH:31]=1.CN(C(ON1N=NC2C=CC=NC1=2)=[N+](C)C)C.F[P-](F)(F)(F)(F)F. No catalyst specified. The product is [Cl:25][C:26]1[CH:27]=[CH:28][C:29]([NH:32][C:22]([C@H:4]2[C@H:5]3[N:6]([C:7]4[CH:14]=[CH:13][C:12]([N:15]5[CH2:20][CH2:19][O:18][CH2:17][C:16]5=[O:21])=[CH:11][C:8]=4[O:9][CH2:10]3)[C:2](=[O:1])[O:3]2)=[O:24])=[N:30][CH:31]=1. The yield is 0.526.